This data is from Reaction yield outcomes from USPTO patents with 853,638 reactions. The task is: Predict the reaction yield, written as a fraction of the theoretical maximum amount of product (1.0 means a 100% yield; for example, 0.34 means a 34% yield). (1) The reactants are [CH3:1][C:2]1([CH3:20])[C@H:5]([NH:6][C:7]2[C:12]([C:13]([F:16])([F:15])[F:14])=[CH:11][N:10]=[C:9](SC)[N:8]=2)[CH2:4][C@@H:3]1[OH:19].ClC1C=C(C=CC=1)C(OO)=O.C(=O)([O-])[O-].[K+].[K+].CC1(C)[C@H](NC2C(C(F)(F)F)=CN=C(S(C)(=O)=O)N=2)C[C@@H]1O.CCN(C(C)C)C(C)C.Cl.Cl.[CH:71]([C:74]1[C:79]([CH2:80][NH2:81])=[CH:78][N:77]=[CH:76][N:75]=1)([CH3:73])[CH3:72]. The catalyst is C1COCC1.C(OCC)(=O)C.O1CCOCC1. The product is [CH:71]([C:74]1[C:79]([CH2:80][NH:81][C:9]2[N:8]=[C:7]([NH:6][C@@H:5]3[CH2:4][C@H:3]([OH:19])[C:2]3([CH3:20])[CH3:1])[C:12]([C:13]([F:16])([F:15])[F:14])=[CH:11][N:10]=2)=[CH:78][N:77]=[CH:76][N:75]=1)([CH3:73])[CH3:72]. The yield is 0.390. (2) The product is [CH2:1]([O:8][C:9]([N:11]1[CH2:16][CH2:15][CH:14]([CH:17]([C:23]([OH:25])=[O:24])[CH2:18][S:19][C:20](=[O:22])[CH3:21])[CH2:13][CH2:12]1)=[O:10])[C:2]1[CH:3]=[CH:4][CH:5]=[CH:6][CH:7]=1. The reactants are [CH2:1]([O:8][C:9]([N:11]1[CH2:16][CH2:15][CH:14]([CH:17]([C:23]([O:25]C(C)(C)C)=[O:24])[CH2:18][S:19][C:20](=[O:22])[CH3:21])[CH2:13][CH2:12]1)=[O:10])[C:2]1[CH:7]=[CH:6][CH:5]=[CH:4][CH:3]=1. The yield is 0.860. The catalyst is ClCCl.O. (3) The reactants are [CH3:1][S:2](Cl)(=[O:4])=[O:3].[F:6][C:7]([F:34])([F:33])[C:8]1[N:12]2[N:13]=[C:14]([N:17]3[CH2:22][CH2:21][CH:20]([C:23]4[CH:32]=[CH:31][C:26]([O:27][CH2:28][CH2:29][OH:30])=[CH:25][CH:24]=4)[CH2:19][CH2:18]3)[CH:15]=[CH:16][C:11]2=[N:10][N:9]=1.C(N(CC)CC)C. The catalyst is C(Cl)Cl. The product is [CH3:1][S:2]([O:30][CH2:29][CH2:28][O:27][C:26]1[CH:31]=[CH:32][C:23]([CH:20]2[CH2:21][CH2:22][N:17]([C:14]3[CH:15]=[CH:16][C:11]4[N:12]([C:8]([C:7]([F:6])([F:33])[F:34])=[N:9][N:10]=4)[N:13]=3)[CH2:18][CH2:19]2)=[CH:24][CH:25]=1)(=[O:4])=[O:3]. The yield is 1.00.